From a dataset of Peptide-MHC class II binding affinity with 134,281 pairs from IEDB. Regression. Given a peptide amino acid sequence and an MHC pseudo amino acid sequence, predict their binding affinity value. This is MHC class II binding data. (1) The peptide sequence is AAFSKLPASTIDELK. The MHC is HLA-DQA10501-DQB10201 with pseudo-sequence HLA-DQA10501-DQB10201. The binding affinity (normalized) is 0.226. (2) The peptide sequence is LNKIVRMYSPVSILDI. The MHC is HLA-DQA10201-DQB10202 with pseudo-sequence HLA-DQA10201-DQB10202. The binding affinity (normalized) is 0.241. (3) The peptide sequence is FNILTGKKITAHLKR. The MHC is HLA-DQA10103-DQB10603 with pseudo-sequence HLA-DQA10103-DQB10603. The binding affinity (normalized) is 0. (4) The peptide sequence is EKKYHAATQFEPLAA. The MHC is HLA-DQA10301-DQB10302 with pseudo-sequence HLA-DQA10301-DQB10302. The binding affinity (normalized) is 0.229. (5) The MHC is DRB3_0101 with pseudo-sequence DRB3_0101. The binding affinity (normalized) is 0.426. The peptide sequence is AQIYQAVSAQAAAIH.